From a dataset of Reaction yield outcomes from USPTO patents with 853,638 reactions. Predict the reaction yield, written as a fraction of the theoretical maximum amount of product (1.0 means a 100% yield; for example, 0.34 means a 34% yield). (1) The reactants are [C:1]1([S:7][CH2:8][C@H:9]([NH:15][C:16]2[CH:21]=[CH:20][C:19]([S:22](=[O:25])(=[O:24])[NH2:23])=[CH:18][C:17]=2[S:26]([C:29]([F:32])([F:31])[F:30])(=[O:28])=[O:27])[CH2:10][C:11]([O:13]C)=[O:12])[CH:6]=[CH:5][CH:4]=[CH:3][CH:2]=1.C1COCC1.CO.[Li+].[OH-]. The catalyst is O. The product is [C:1]1([S:7][CH2:8][C@H:9]([NH:15][C:16]2[CH:21]=[CH:20][C:19]([S:22](=[O:24])(=[O:25])[NH2:23])=[CH:18][C:17]=2[S:26]([C:29]([F:30])([F:31])[F:32])(=[O:28])=[O:27])[CH2:10][C:11]([OH:13])=[O:12])[CH:6]=[CH:5][CH:4]=[CH:3][CH:2]=1. The yield is 0.930. (2) The reactants are [F:1][C:2]1[CH:3]=[C:4]([O:11][CH3:12])[CH:5]=[CH:6][C:7]=1[N+:8]([O-])=O. The catalyst is C(O)C. The product is [F:1][C:2]1[CH:3]=[C:4]([O:11][CH3:12])[CH:5]=[CH:6][C:7]=1[NH2:8]. The yield is 0.950. (3) The reactants are [N+:1]([C:4]1[CH:5]=[CH:6][C:7]2[CH2:13][CH2:12][CH2:11][CH2:10][N:9]([C:14](=[O:16])[CH3:15])[C:8]=2[CH:17]=1)([O-])=O. The catalyst is CCO.[Pd]. The product is [NH2:1][C:4]1[CH:5]=[CH:6][C:7]2[CH2:13][CH2:12][CH2:11][CH2:10][N:9]([C:14](=[O:16])[CH3:15])[C:8]=2[CH:17]=1. The yield is 0.900. (4) The reactants are [N:1]1[C:10]2[C:5](=[CH:6][CH:7]=[CH:8][CH:9]=2)[CH:4]=[CH:3][C:2]=1[CH2:11][O:12][C:13]1[CH:18]=[CH:17][C:16]([CH2:19][C:20]([O:22]CC)=[O:21])=[CH:15][CH:14]=1.[OH-].[K+]. The catalyst is C(O)C.O. The product is [N:1]1[C:10]2[C:5](=[CH:6][CH:7]=[CH:8][CH:9]=2)[CH:4]=[CH:3][C:2]=1[CH2:11][O:12][C:13]1[CH:14]=[CH:15][C:16]([CH2:19][C:20]([OH:22])=[O:21])=[CH:17][CH:18]=1. The yield is 0.950. (5) The reactants are [CH3:1][O:2][C:3]1[CH:4]=[C:5]([CH:8]=[CH:9][C:10]=1[O:11]C)[CH:6]=[O:7].CNC. No catalyst specified. The product is [OH:11][C:10]1[CH:9]=[CH:8][C:5]([CH:6]=[O:7])=[CH:4][C:3]=1[O:2][CH3:1]. The yield is 0.670. (6) The catalyst is C1COCC1. The reactants are [CH3:1][O:2][C:3]1[CH:25]=[CH:24][C:6]([CH2:7][NH:8][C:9]2[N:14]=[C:13]([O:15][C:16]3[CH:21]=[CH:20][C:19]([NH2:22])=[CH:18][C:17]=3[F:23])[CH:12]=[CH:11][N:10]=2)=[CH:5][CH:4]=1.[F:26][C:27]1[CH:32]=[CH:31][C:30]([CH2:33][C:34]([N:36]=[C:37]=[O:38])=[O:35])=[CH:29][CH:28]=1.COC1C=CC(CNC2N=CN=C(OC3C=CC(NC(NC(=O)CC4C=CC(F)=CC=4)=O)=CC=3F)C=2)=CC=1. The product is [CH3:1][O:2][C:3]1[CH:4]=[CH:5][C:6]([CH2:7][NH:8][C:9]2[N:14]=[C:13]([O:15][C:16]3[CH:21]=[CH:20][C:19]([NH:22][C:37]([NH:36][C:34](=[O:35])[CH2:33][C:30]4[CH:31]=[CH:32][C:27]([F:26])=[CH:28][CH:29]=4)=[O:38])=[CH:18][C:17]=3[F:23])[CH:12]=[CH:11][N:10]=2)=[CH:24][CH:25]=1. The yield is 0.620. (7) The reactants are [Br:1][C:2]1[CH:7]=[C:6]([C:8]([CH3:11])([CH3:10])[CH3:9])[CH:5]=[CH:4][C:3]=1[NH2:12].[N+:13]([O-])([O-:15])=[O:14].[K+]. The yield is 0.780. The catalyst is OS(O)(=O)=O. The product is [Br:1][C:2]1[CH:7]=[C:6]([C:8]([CH3:9])([CH3:11])[CH3:10])[C:5]([N+:13]([O-:15])=[O:14])=[CH:4][C:3]=1[NH2:12]. (8) The reactants are C1(C[O:5][C:6](=[O:33])[CH:7]([C:12]2[CH:17]=[C:16]([O:18][CH2:19][CH:20]3[CH2:22][CH2:21]3)[C:15]([C:23]3[CH:24]=[CH:25][C:26]4[C:27]([CH:31]=3)=[N:28][O:29][N:30]=4)=[C:14]([Cl:32])[CH:13]=2)[CH2:8][CH:9]([CH3:11])[CH3:10])CC1.[OH-].[K+]. The catalyst is CCO.O. The product is [N:30]1[O:29][N:28]=[C:27]2[CH:31]=[C:23]([C:15]3[C:16]([O:18][CH2:19][CH:20]4[CH2:22][CH2:21]4)=[CH:17][C:12]([CH:7]([CH2:8][CH:9]([CH3:10])[CH3:11])[C:6]([OH:33])=[O:5])=[CH:13][C:14]=3[Cl:32])[CH:24]=[CH:25][C:26]=12. The yield is 0.700. (9) The reactants are [CH3:1][C:2]1[NH:6][C:5]2[C:7]([C:17]([O:19]C)=[O:18])=[CH:8][C:9]([N:11]3[CH2:16][CH2:15][O:14][CH2:13][CH2:12]3)=[CH:10][C:4]=2[N:3]=1.Br[CH2:22][C:23]1[C:31]2[S:30][CH:29]=[CH:28][C:27]=2[CH:26]=[CH:25][CH:24]=1.C(=O)([O-])[O-].[K+].[K+].[OH-].[Li+].Cl. The catalyst is CN(C)C=O.O1CCCC1.O. The product is [S:30]1[C:31]2[C:23]([CH2:22][N:3]3[C:4]4[CH:10]=[C:9]([N:11]5[CH2:12][CH2:13][O:14][CH2:15][CH2:16]5)[CH:8]=[C:7]([C:17]([OH:19])=[O:18])[C:5]=4[N:6]=[C:2]3[CH3:1])=[CH:24][CH:25]=[CH:26][C:27]=2[CH:28]=[CH:29]1. The yield is 0.0942.